This data is from Full USPTO retrosynthesis dataset with 1.9M reactions from patents (1976-2016). The task is: Predict the reactants needed to synthesize the given product. Given the product [F:17][C:18]1[CH:46]=[CH:45][C:21]([C:22]([N:24]2[CH2:27][C:26]([CH2:31][O:32][C:33]3[CH:42]=[CH:41][C:40]4[C:35](=[CH:36][CH:37]=[C:38]([O:43][CH3:44])[CH:39]=4)[CH:34]=3)([C:28]#[N:3])[CH2:25]2)=[O:23])=[CH:20][CH:19]=1, predict the reactants needed to synthesize it. The reactants are: C([N:3](CC)CC)C.[Cl-].[NH4+].CCCP(O)(O)=O.[F:17][C:18]1[CH:46]=[CH:45][C:21]([C:22]([N:24]2[CH2:27][C:26]([CH2:31][O:32][C:33]3[CH:42]=[CH:41][C:40]4[C:35](=[CH:36][CH:37]=[C:38]([O:43][CH3:44])[CH:39]=4)[CH:34]=3)([C:28](O)=O)[CH2:25]2)=[O:23])=[CH:20][CH:19]=1.